From a dataset of M1 muscarinic receptor antagonist screen with 61,756 compounds. Binary Classification. Given a drug SMILES string, predict its activity (active/inactive) in a high-throughput screening assay against a specified biological target. (1) The drug is O(C(CC)C(=O)NCc1cccnc1)c1ccccc1. The result is 0 (inactive). (2) The molecule is S1\C(NC(=O)C1)=C\C(=O)c1ccc(C(C)(C)C)cc1. The result is 0 (inactive). (3) The drug is S(CC(=O)NC1CCCCC1)c1n(c(=O)c2SCCc2n1)c1c(OC)cccc1. The result is 0 (inactive). (4) The molecule is O=c1nc([nH]c(c1c1ccccc1)C)CC. The result is 0 (inactive). (5) The result is 0 (inactive). The molecule is s1c(C(=O)N2CCN(CC2)C(OCC)=O)cc2c1c1c([nH]c2=O)cccc1. (6) The compound is O(c1cc2c(nc(NCCNC(=O)CC)c(c2)C#N)cc1)CC. The result is 0 (inactive). (7) The compound is s1c2c(n3c1nnc3SCCOc1ccccc1)cccc2. The result is 0 (inactive).